From a dataset of Catalyst prediction with 721,799 reactions and 888 catalyst types from USPTO. Predict which catalyst facilitates the given reaction. (1) Reactant: I[C:2]1[CH:7]=[CH:6][C:5]([OH:8])=[CH:4][CH:3]=1.B1(B2OC(C)(C)C(C)(C)O2)OC(C)(C)C(C)(C)O1.C([O-])(=O)C.[K+].Br[C:33]1[NH:34][C:35]2[CH:36]=[CH:37][CH:38]=[C:39]3[C:45](=[O:46])[NH:44][CH2:43][CH2:42][C:41]=1[C:40]=23.C(=O)([O-])[O-].[Na+].[Na+]. Product: [OH:8][C:5]1[CH:6]=[CH:7][C:2]([C:33]2[NH:34][C:35]3[CH:36]=[CH:37][CH:38]=[C:39]4[C:45](=[O:46])[NH:44][CH2:43][CH2:42][C:41]=2[C:40]=34)=[CH:3][CH:4]=1. The catalyst class is: 140. (2) Reactant: [OH:1][C:2]1[CH:7]=[C:6]([OH:8])[CH:5]=[CH:4][C:3]=1[C:9](=[O:21])[CH2:10][C:11]1[CH:16]=[CH:15][C:14]([O:17][CH3:18])=[CH:13][C:12]=1[O:19][CH3:20].[C:22]1(C)C=C(C)C=C(C)C=1Cl. Product: [CH3:20][O:19][C:12]1[CH:13]=[C:14]([O:17][CH3:18])[CH:15]=[CH:16][C:11]=1[C:10]1[C:9](=[O:21])[C:3]2[C:2](=[CH:7][C:6]([OH:8])=[CH:5][CH:4]=2)[O:1][CH:22]=1. The catalyst class is: 3. (3) Product: [ClH:31].[CH2:19]([O:26][C:27]1[CH:28]=[C:29]([CH:32]=[CH:33][C:34]=1[O:35][CH2:36][C:37]1[CH:42]=[CH:41][CH:40]=[CH:39][CH:38]=1)[CH2:30][S:18][C:9]1[NH:8][C@H:7]([C:1]2[CH:2]=[CH:3][CH:4]=[CH:5][CH:6]=2)[C@H:11]([C:12]2[CH:13]=[CH:14][CH:15]=[CH:16][CH:17]=2)[N:10]=1)[C:20]1[CH:21]=[CH:22][CH:23]=[CH:24][CH:25]=1. Reactant: [C:1]1([C@H:7]2[C@@H:11]([C:12]3[CH:17]=[CH:16][CH:15]=[CH:14][CH:13]=3)[NH:10][C:9](=[S:18])[NH:8]2)[CH:6]=[CH:5][CH:4]=[CH:3][CH:2]=1.[CH2:19]([O:26][C:27]1[CH:28]=[C:29]([CH:32]=[CH:33][C:34]=1[O:35][CH2:36][C:37]1[CH:42]=[CH:41][CH:40]=[CH:39][CH:38]=1)[CH2:30][Cl:31])[C:20]1[CH:25]=[CH:24][CH:23]=[CH:22][CH:21]=1. The catalyst class is: 14. (4) Reactant: C([O-])([O-])=O.[K+].[K+].[Cl:7][C:8]1[C:15]([CH2:16]C)=[C:14](F)[CH:13]=[CH:12][C:9]=1[C:10]#[N:11].[NH2:19][C@@H:20]([C:24]([OH:26])=[O:25])[C@@H:21]([CH3:23])[OH:22].O. Product: [Cl:7][C:8]1[C:15]([CH3:16])=[C:14]([NH:19][C@H:20]([C@H:21]([OH:22])[CH3:23])[C:24]([OH:26])=[O:25])[CH:13]=[CH:12][C:9]=1[C:10]#[N:11]. The catalyst class is: 16. (5) Reactant: [N:1]1[CH:2]=[CH:3][N:4]2[C:9]=1[CH:8]=[CH:7][C:6]([NH:10][C:11](=[O:18])OCC(Cl)(Cl)Cl)=[N:5]2.[C:19]1([C:25]2[N:26]=[C:27]([N:30]3[CH2:35][CH2:34][NH:33][CH2:32][CH2:31]3)[S:28][CH:29]=2)[CH:24]=[CH:23][CH:22]=[CH:21][CH:20]=1.C(N(C(C)C)CC)(C)C.O. Product: [N:1]1[CH:2]=[CH:3][N:4]2[C:9]=1[CH:8]=[CH:7][C:6]([NH:10][C:11]([N:33]1[CH2:34][CH2:35][N:30]([C:27]3[S:28][CH:29]=[C:25]([C:19]4[CH:24]=[CH:23][CH:22]=[CH:21][CH:20]=4)[N:26]=3)[CH2:31][CH2:32]1)=[O:18])=[N:5]2. The catalyst class is: 148. (6) Reactant: C(OC([N:8]1[CH2:12][CH2:11][C@@H:10]([C@H:13]([CH:15]2[CH2:20][CH2:19][C:18]([F:22])([F:21])[CH2:17][CH2:16]2)[OH:14])[CH2:9]1)=O)(C)(C)C.C1C=NC2C3N=CC=CC=3C=CC=2C=1.C(=O)([O-])[O-].[Cs+].[Cs+].[Cl:43][C:44]1[CH:49]=[C:48](I)[CH:47]=[C:46]([Cl:51])[CH:45]=1.C1(C)C=CC=CC=1.Cl.CCO. Product: [Cl:43][C:44]1[CH:49]=[C:48]([CH:47]=[C:46]([Cl:51])[CH:45]=1)[O:14][CH:13]([CH:15]1[CH2:16][CH2:17][C:18]([F:21])([F:22])[CH2:19][CH2:20]1)[CH:10]1[CH2:11][CH2:12][NH:8][CH2:9]1. The catalyst class is: 205. (7) Reactant: C([SnH](CCCC)CCCC)CCC.N(C(C)(C)C#N)=NC(C)(C)C#N.Br[CH2:27][CH2:28][C:29]([N:31]1[CH:36]=[CH:35][C:34](=[O:37])[CH2:33][CH:32]1[C:38]1[CH:43]=[CH:42][C:41]([F:44])=[C:40]([F:45])[CH:39]=1)=[O:30].O. Product: [F:45][C:40]1[CH:39]=[C:38]([CH:32]2[CH2:33][C:34](=[O:37])[CH2:35][CH:36]3[N:31]2[C:29](=[O:30])[CH2:28][CH2:27]3)[CH:43]=[CH:42][C:41]=1[F:44]. The catalyst class is: 48. (8) Reactant: [Br:1][C:2]1[CH:7]=[CH:6][C:5]([N:8]2[CH2:12][CH2:11][NH:10][C:9]2=[O:13])=[CH:4][C:3]=1[CH3:14].CC1(C)C2C=CC=C(P(C3C=CC=CC=3)C3C=CC=CC=3)C=2OC2C1=CC=CC=2P(C1C=CC=CC=1)C1C=CC=CC=1.C([O-])([O-])=O.[Cs+].[Cs+].Br[C:64]1[CH:69]=[CH:68][CH:67]=[C:66]([C:70]([F:73])([F:72])[F:71])[CH:65]=1. The catalyst class is: 231. Product: [Br:1][C:2]1[CH:7]=[CH:6][C:5]([N:8]2[CH2:12][CH2:11][N:10]([C:64]3[CH:69]=[CH:68][CH:67]=[C:66]([C:70]([F:73])([F:72])[F:71])[CH:65]=3)[C:9]2=[O:13])=[CH:4][C:3]=1[CH3:14].